The task is: Regression. Given two drug SMILES strings and cell line genomic features, predict the synergy score measuring deviation from expected non-interaction effect.. This data is from NCI-60 drug combinations with 297,098 pairs across 59 cell lines. (1) Drug 1: CN(C)C1=NC(=NC(=N1)N(C)C)N(C)C. Drug 2: C1CN(CCN1C(=O)CCBr)C(=O)CCBr. Cell line: MOLT-4. Synergy scores: CSS=55.6, Synergy_ZIP=-1.16, Synergy_Bliss=-4.49, Synergy_Loewe=-40.4, Synergy_HSA=-6.84. (2) Drug 1: CC1=C(N=C(N=C1N)C(CC(=O)N)NCC(C(=O)N)N)C(=O)NC(C(C2=CN=CN2)OC3C(C(C(C(O3)CO)O)O)OC4C(C(C(C(O4)CO)O)OC(=O)N)O)C(=O)NC(C)C(C(C)C(=O)NC(C(C)O)C(=O)NCCC5=NC(=CS5)C6=NC(=CS6)C(=O)NCCC[S+](C)C)O. Drug 2: CCCCC(=O)OCC(=O)C1(CC(C2=C(C1)C(=C3C(=C2O)C(=O)C4=C(C3=O)C=CC=C4OC)O)OC5CC(C(C(O5)C)O)NC(=O)C(F)(F)F)O. Cell line: MDA-MB-435. Synergy scores: CSS=-0.529, Synergy_ZIP=-3.03, Synergy_Bliss=-8.22, Synergy_Loewe=-8.89, Synergy_HSA=-10.2.